This data is from Catalyst prediction with 721,799 reactions and 888 catalyst types from USPTO. The task is: Predict which catalyst facilitates the given reaction. (1) Reactant: CC1(C)C(C)(C)OB([C:9]2[CH:18]=[CH:17][C:12]([C:13]([O:15][CH3:16])=[O:14])=[CH:11][CH:10]=2)O1.Br[C:21]1[N:25]=[CH:24][N:23]([C:26]2[CH:31]=[CH:30][C:29]([O:32][C:33]([F:39])([F:38])[C:34]([F:37])([F:36])[F:35])=[CH:28][CH:27]=2)[N:22]=1.C([O-])(O)=O.[Na+].O1CCOCC1. Product: [F:39][C:33]([F:38])([O:32][C:29]1[CH:30]=[CH:31][C:26]([N:23]2[CH:24]=[N:25][C:21]([C:9]3[CH:10]=[CH:11][C:12]([C:13]([O:15][CH3:16])=[O:14])=[CH:17][CH:18]=3)=[N:22]2)=[CH:27][CH:28]=1)[C:34]([F:37])([F:36])[F:35]. The catalyst class is: 103. (2) Reactant: [NH2:1][C:2]1[CH:3]=[C:4]([CH:14]=[CH:15][CH:16]=1)[C:5]([NH:7][C:8]1[CH:13]=[CH:12][CH:11]=[CH:10][CH:9]=1)=[O:6].[C:17]1([N:23]([C:27]2[CH:32]=[CH:31][CH:30]=[CH:29][CH:28]=2)[C:24](Cl)=[O:25])[CH:22]=[CH:21][CH:20]=[CH:19][CH:18]=1.C(N(CC)CC)C. Product: [C:17]1([N:23]([C:27]2[CH:32]=[CH:31][CH:30]=[CH:29][CH:28]=2)[C:24](=[O:25])[NH:1][C:2]2[CH:3]=[C:4]([CH:14]=[CH:15][CH:16]=2)[C:5]([NH:7][C:8]2[CH:13]=[CH:12][CH:11]=[CH:10][CH:9]=2)=[O:6])[CH:18]=[CH:19][CH:20]=[CH:21][CH:22]=1. The catalyst class is: 8. (3) Reactant: [CH3:1][N:2]1[CH:6]=[C:5]([N+:7]([O-])=O)[CH:4]=[C:3]1[C:10]([O:12][CH2:13][CH3:14])=[O:11].C([O-])=O.[NH4+].[F:19][C:20]([F:32])([F:31])[O:21][C:22]1[CH:27]=[CH:26][C:25]([N:28]=[C:29]=[O:30])=[CH:24][CH:23]=1. Product: [CH3:1][N:2]1[CH:6]=[C:5]([NH:7][C:29]([NH:28][C:25]2[CH:26]=[CH:27][C:22]([O:21][C:20]([F:19])([F:31])[F:32])=[CH:23][CH:24]=2)=[O:30])[CH:4]=[C:3]1[C:10]([O:12][CH2:13][CH3:14])=[O:11]. The catalyst class is: 604. (4) Reactant: C(OC([N:8]1[CH2:13][CH2:12][N:11]([C:14]2[CH:19]=[CH:18][C:17]([NH:20][C:21]3[N:22]=[C:23]([O:30][C:31]4[CH:36]=[CH:35][CH:34]=[C:33]([NH:37][C:38](=[O:41])[CH:39]=[CH2:40])[CH:32]=4)[C:24]4[S:29][CH:28]=[CH:27][C:25]=4[N:26]=3)=[CH:16][CH:15]=2)[CH2:10][CH2:9]1)=O)(C)(C)C.FC(F)(F)C(O)=O. Product: [N:11]1([C:14]2[CH:15]=[CH:16][C:17]([NH:20][C:21]3[N:22]=[C:23]([O:30][C:31]4[CH:32]=[C:33]([NH:37][C:38](=[O:41])[CH:39]=[CH2:40])[CH:34]=[CH:35][CH:36]=4)[C:24]4[S:29][CH:28]=[CH:27][C:25]=4[N:26]=3)=[CH:18][CH:19]=2)[CH2:12][CH2:13][NH:8][CH2:9][CH2:10]1. The catalyst class is: 4. (5) Reactant: [C:1]([BH3-])#N.[Na+].[Cl:5][C:6]1[N:11]=[CH:10][C:9]([CH2:12][NH:13][CH:14]2[CH2:19][CH2:18][N:17]([C:20]([O:22][C:23]([CH3:26])([CH3:25])[CH3:24])=[O:21])[CH2:16][CH2:15]2)=[CH:8][CH:7]=1.C=O.Cl.C([O-])(O)=O.[Na+]. Product: [Cl:5][C:6]1[N:11]=[CH:10][C:9]([CH2:12][N:13]([CH3:1])[CH:14]2[CH2:15][CH2:16][N:17]([C:20]([O:22][C:23]([CH3:26])([CH3:25])[CH3:24])=[O:21])[CH2:18][CH2:19]2)=[CH:8][CH:7]=1. The catalyst class is: 24. (6) Reactant: Cl.[C:2]([C:5]1[S:37][C:8]2[N:9]=[CH:10][N:11]=[C:12]([NH:13][C:14]3[CH:35]=[CH:34][C:33]([F:36])=[CH:32][C:15]=3[O:16][CH:17]3[CH2:22][CH2:21][CH2:20][CH:19]([N:23](C)[C:24](=O)OC(C)(C)C)[CH2:18]3)[C:7]=2[C:6]=1[CH3:38])(=[O:4])[NH2:3].CO. Product: [F:36][C:33]1[CH:34]=[CH:35][C:14]([NH:13][C:12]2[C:7]3[C:6]([CH3:38])=[C:5]([C:2]([NH2:3])=[O:4])[S:37][C:8]=3[N:9]=[CH:10][N:11]=2)=[C:15]([O:16][C@H:17]2[CH2:22][CH2:21][CH2:20][C@@H:19]([NH:23][CH3:24])[CH2:18]2)[CH:32]=1. The catalyst class is: 12.